From a dataset of Forward reaction prediction with 1.9M reactions from USPTO patents (1976-2016). Predict the product of the given reaction. (1) Given the reactants [O:1]=[C:2]1[CH2:7][N:6]([CH2:8][CH2:9][N:10]([CH2:15][CH2:16][N:17]([CH2:22][C:23]([O:25]CC)=[O:24])[CH2:18][C:19]([OH:21])=[O:20])[CH2:11][C:12]([OH:14])=[O:13])[CH2:5][C:4](=[O:28])[O:3]1.C(N(CC)CC)C.[NH2:36][CH2:37][CH2:38][CH2:39][CH2:40][CH2:41][CH2:42][CH2:43][CH2:44][CH2:45][CH2:46][C:47]([OH:49])=[O:48], predict the reaction product. The product is: [C:19]([CH2:18][N:17]([CH2:16][CH2:15][N:10]([CH2:11][C:12]([OH:14])=[O:13])[CH2:9][CH2:8][N:6]([CH2:7][C:2](=[O:1])[NH:36][CH2:37][CH2:38][CH2:39][CH2:40][CH2:41][CH2:42][CH2:43][CH2:44][CH2:45][CH2:46][C:47]([OH:49])=[O:48])[CH2:5][C:4]([OH:28])=[O:3])[CH2:22][C:23]([OH:25])=[O:24])([OH:21])=[O:20]. (2) Given the reactants [Cl:1][C:2]1[CH:7]=[CH:6][C:5]([C:8]2[S:12][C:11]([CH3:13])=[C:10]([C:14]3[C:15](=[O:21])[CH2:16][CH2:17][C:18]=3[O:19][CH3:20])[CH:9]=2)=[CH:4][CH:3]=1.C([N-]C(C)C)(C)C.[Li+].I[CH2:31][CH:32]1[CH2:36][CH2:35][O:34][CH2:33]1, predict the reaction product. The product is: [Cl:1][C:2]1[CH:7]=[CH:6][C:5]([C:8]2[S:12][C:11]([CH3:13])=[C:10]([C:14]3[C:15](=[O:21])[CH:16]([CH2:31][CH:32]4[CH2:36][CH2:35][O:34][CH2:33]4)[CH2:17][C:18]=3[O:19][CH3:20])[CH:9]=2)=[CH:4][CH:3]=1. (3) Given the reactants OCC(N[C:11]([C@@H:13]1[CH2:15][C@H:14]1[C:16]1[CH:17]=[C:18]([C:22]2[CH:27]=[CH:26][C:25]([Cl:28])=[CH:24][CH:23]=2)[CH:19]=[CH:20][CH:21]=1)=[O:12])C1C=CC=CC=1.OS(O)(=O)=O.[OH2:34], predict the reaction product. The product is: [Cl:28][C:25]1[CH:24]=[CH:23][C:22]([C:18]2[CH:19]=[CH:20][CH:21]=[C:16]([C@@H:14]3[CH2:15][C@H:13]3[C:11]([OH:12])=[O:34])[CH:17]=2)=[CH:27][CH:26]=1. (4) The product is: [CH:28]1([C@H:23]([NH:22][C:20]([C:19]2[CH:18]=[CH:17][C:16]([C:34]3[CH:39]=[CH:38][CH:37]=[C:36]([F:40])[CH:35]=3)=[CH:15][C:14]=2[NH:13][C:11]([NH:10][C:3]2[C:2]([CH3:1])=[CH:7][C:6]([CH3:8])=[CH:5][C:4]=2[CH3:9])=[O:12])=[O:21])[C:24]([O:26][CH3:27])=[O:25])[CH2:33][CH2:32][CH2:31][CH2:30][CH2:29]1. Given the reactants [CH3:1][C:2]1[CH:7]=[C:6]([CH3:8])[CH:5]=[C:4]([CH3:9])[C:3]=1[N:10]=[C:11]=[O:12].[NH2:13][C:14]1[CH:15]=[C:16]([C:34]2[CH:39]=[CH:38][CH:37]=[C:36]([F:40])[CH:35]=2)[CH:17]=[CH:18][C:19]=1[C:20]([NH:22][C@@H:23]([CH:28]1[CH2:33][CH2:32][CH2:31][CH2:30][CH2:29]1)[C:24]([O:26][CH3:27])=[O:25])=[O:21].CCCCCC.C(OCC)(=O)C, predict the reaction product. (5) Given the reactants Cl.[Cl:2][C:3]1[CH:8]=[CH:7][C:6]([O:9][CH2:10][CH:11]2[CH2:16][CH2:15][NH:14][CH2:13][CH2:12]2)=[CH:5][N:4]=1.[CH3:17][C:18]1([CH3:21])[CH2:20][O:19]1.C([O-])([O-])=O.[K+].[K+].O, predict the reaction product. The product is: [Cl:2][C:3]1[N:4]=[CH:5][C:6]([O:9][CH2:10][CH:11]2[CH2:16][CH2:15][N:14]([CH2:17][C:18]([CH3:21])([OH:19])[CH3:20])[CH2:13][CH2:12]2)=[CH:7][CH:8]=1. (6) Given the reactants C(OC[N:10]1[C:18]2[C:17]([NH2:19])=[N:16][C:15]([CH2:20][CH2:21][CH2:22][CH3:23])=[N:14][C:13]=2[C:12]([C:24]#[C:25][CH2:26][CH2:27][CH2:28][CH2:29][N:30]2[CH2:35][CH2:34][CH2:33][CH2:32][CH2:31]2)=[C:11]1[CH3:36])C1C=CC=CC=1.[H][H], predict the reaction product. The product is: [CH2:20]([C:15]1[N:16]=[C:17]([NH2:19])[C:18]2[NH:10][C:11]([CH3:36])=[C:12]([CH2:24][CH2:25][CH2:26][CH2:27][CH2:28][CH2:29][N:30]3[CH2:31][CH2:32][CH2:33][CH2:34][CH2:35]3)[C:13]=2[N:14]=1)[CH2:21][CH2:22][CH3:23].